Dataset: NCI-60 drug combinations with 297,098 pairs across 59 cell lines. Task: Regression. Given two drug SMILES strings and cell line genomic features, predict the synergy score measuring deviation from expected non-interaction effect. (1) Cell line: NCI-H522. Drug 2: C1CC(C1)(C(=O)O)C(=O)O.[NH2-].[NH2-].[Pt+2]. Synergy scores: CSS=27.1, Synergy_ZIP=-7.70, Synergy_Bliss=-1.21, Synergy_Loewe=-3.69, Synergy_HSA=-0.593. Drug 1: CS(=O)(=O)C1=CC(=C(C=C1)C(=O)NC2=CC(=C(C=C2)Cl)C3=CC=CC=N3)Cl. (2) Drug 1: CN1CCC(CC1)COC2=C(C=C3C(=C2)N=CN=C3NC4=C(C=C(C=C4)Br)F)OC. Drug 2: CC1C(C(CC(O1)OC2CC(CC3=C2C(=C4C(=C3O)C(=O)C5=C(C4=O)C(=CC=C5)OC)O)(C(=O)CO)O)N)O.Cl. Cell line: SK-MEL-2. Synergy scores: CSS=31.0, Synergy_ZIP=-0.749, Synergy_Bliss=-2.19, Synergy_Loewe=-24.9, Synergy_HSA=-3.41. (3) Drug 1: C1CN1P(=S)(N2CC2)N3CC3. Drug 2: C1C(C(OC1N2C=NC3=C(N=C(N=C32)Cl)N)CO)O. Cell line: SW-620. Synergy scores: CSS=33.4, Synergy_ZIP=-0.733, Synergy_Bliss=0.372, Synergy_Loewe=-8.17, Synergy_HSA=0.0121. (4) Drug 1: CC1=C(C(CCC1)(C)C)C=CC(=CC=CC(=CC(=O)O)C)C. Drug 2: CC1CCC2CC(C(=CC=CC=CC(CC(C(=O)C(C(C(=CC(C(=O)CC(OC(=O)C3CCCCN3C(=O)C(=O)C1(O2)O)C(C)CC4CCC(C(C4)OC)OCCO)C)C)O)OC)C)C)C)OC. Cell line: MDA-MB-231. Synergy scores: CSS=5.68, Synergy_ZIP=-0.774, Synergy_Bliss=2.16, Synergy_Loewe=-4.02, Synergy_HSA=-0.369. (5) Drug 1: CCCS(=O)(=O)NC1=C(C(=C(C=C1)F)C(=O)C2=CNC3=C2C=C(C=N3)C4=CC=C(C=C4)Cl)F. Drug 2: C1=NC2=C(N1)C(=S)N=C(N2)N. Cell line: TK-10. Synergy scores: CSS=30.2, Synergy_ZIP=-9.84, Synergy_Bliss=1.05, Synergy_Loewe=-1.33, Synergy_HSA=2.33. (6) Drug 1: CC1=C(C=C(C=C1)NC(=O)C2=CC=C(C=C2)CN3CCN(CC3)C)NC4=NC=CC(=N4)C5=CN=CC=C5. Drug 2: CC1=C(N=C(N=C1N)C(CC(=O)N)NCC(C(=O)N)N)C(=O)NC(C(C2=CN=CN2)OC3C(C(C(C(O3)CO)O)O)OC4C(C(C(C(O4)CO)O)OC(=O)N)O)C(=O)NC(C)C(C(C)C(=O)NC(C(C)O)C(=O)NCCC5=NC(=CS5)C6=NC(=CS6)C(=O)NCCC[S+](C)C)O. Cell line: RPMI-8226. Synergy scores: CSS=0.240, Synergy_ZIP=-1.68, Synergy_Bliss=-8.72, Synergy_Loewe=-20.3, Synergy_HSA=-11.4. (7) Drug 1: CC1=C(C(CCC1)(C)C)C=CC(=CC=CC(=CC(=O)O)C)C. Drug 2: C1CN(P(=O)(OC1)NCCCl)CCCl. Cell line: SNB-19. Synergy scores: CSS=-3.80, Synergy_ZIP=0.912, Synergy_Bliss=-0.797, Synergy_Loewe=-3.78, Synergy_HSA=-3.39. (8) Drug 1: CC1=C(C=C(C=C1)NC2=NC=CC(=N2)N(C)C3=CC4=NN(C(=C4C=C3)C)C)S(=O)(=O)N.Cl. Drug 2: C1CNP(=O)(OC1)N(CCCl)CCCl. Cell line: RXF 393. Synergy scores: CSS=6.12, Synergy_ZIP=3.41, Synergy_Bliss=9.40, Synergy_Loewe=5.29, Synergy_HSA=6.11. (9) Drug 1: C1=CN(C(=O)N=C1N)C2C(C(C(O2)CO)O)O.Cl. Drug 2: CC1=C(C=C(C=C1)C(=O)NC2=CC(=CC(=C2)C(F)(F)F)N3C=C(N=C3)C)NC4=NC=CC(=N4)C5=CN=CC=C5. Cell line: HCT-15. Synergy scores: CSS=-3.34, Synergy_ZIP=2.39, Synergy_Bliss=-0.909, Synergy_Loewe=-3.60, Synergy_HSA=-3.87.